This data is from Full USPTO retrosynthesis dataset with 1.9M reactions from patents (1976-2016). The task is: Predict the reactants needed to synthesize the given product. (1) Given the product [CH:12]([C:14]1[CH:19]=[C:18]([O:20][CH3:21])[CH:17]=[CH:16][C:15]=1[C:2]1[CH:11]=[CH:10][CH:9]=[CH:8][C:3]=1[C:4]([O:6][CH3:7])=[O:5])=[O:13], predict the reactants needed to synthesize it. The reactants are: I[C:2]1[CH:11]=[CH:10][CH:9]=[CH:8][C:3]=1[C:4]([O:6][CH3:7])=[O:5].[CH:12]([C:14]1[CH:19]=[C:18]([O:20][CH3:21])[CH:17]=[CH:16][C:15]=1B(O)O)=[O:13]. (2) Given the product [CH3:5][NH:6][C:7]1[CH:12]=[CH:11][N:10]2[CH:13]=[C:14]([C:16]3[CH:17]=[CH:18][C:19]4[O:45][CH2:44][C:43](=[O:46])[NH:42][C:20]=4[CH:21]=3)[N:15]=[C:9]2[CH:8]=1, predict the reactants needed to synthesize it. The reactants are: C(O)(=O)C.[CH3:5][NH:6][C:7]1[CH:12]=[CH:11][N:10]2[CH:13]=[C:14]([C:16]3[CH:21]=[CH:20][C:19](CO)=[CH:18][CH:17]=3)[N:15]=[C:9]2[CH:8]=1.CNC1C=CN=C(N)C=1.ClCC(C1C=CC2[O:45][CH2:44][C:43](=[O:46])[NH:42]C=2C=1)=O. (3) Given the product [N+:21]([C:18]1[CH:19]=[CH:20][C:15]([O:1][C@@H:2]2[CH2:6][CH2:5][N:4]([C:7]([O:9][C:10]([CH3:13])([CH3:12])[CH3:11])=[O:8])[CH2:3]2)=[CH:16][CH:17]=1)([O-:23])=[O:22], predict the reactants needed to synthesize it. The reactants are: [OH:1][C@@H:2]1[CH2:6][CH2:5][N:4]([C:7]([O:9][C:10]([CH3:13])([CH3:12])[CH3:11])=[O:8])[CH2:3]1.F[C:15]1[CH:20]=[CH:19][C:18]([N+:21]([O-:23])=[O:22])=[CH:17][CH:16]=1.[OH-].[K+]. (4) Given the product [Cl:8][C:6]1[N:5]=[C:4]2[N:9]([CH:12]3[CH2:17][CH2:16][CH2:15][CH2:14][O:13]3)[N:10]=[CH:11][C:3]2=[C:2]([C:25]2[CH:24]=[C:23]([NH:22][C:18](=[O:21])[CH:19]=[CH2:20])[CH:28]=[CH:27][CH:26]=2)[N:7]=1, predict the reactants needed to synthesize it. The reactants are: Cl[C:2]1[N:7]=[C:6]([Cl:8])[N:5]=[C:4]2[N:9]([CH:12]3[CH2:17][CH2:16][CH2:15][CH2:14][O:13]3)[N:10]=[CH:11][C:3]=12.[C:18]([NH:22][C:23]1[CH:24]=[C:25](B(O)O)[CH:26]=[CH:27][CH:28]=1)(=[O:21])[CH:19]=[CH2:20].C1(P(C2C=CC=CC=2)C2C=CC=CC=2)C=CC=CC=1.C(=O)([O-])[O-].[Na+].[Na+].